From a dataset of NCI-60 drug combinations with 297,098 pairs across 59 cell lines. Regression. Given two drug SMILES strings and cell line genomic features, predict the synergy score measuring deviation from expected non-interaction effect. (1) Drug 1: CC1CCC2CC(C(=CC=CC=CC(CC(C(=O)C(C(C(=CC(C(=O)CC(OC(=O)C3CCCCN3C(=O)C(=O)C1(O2)O)C(C)CC4CCC(C(C4)OC)OCCO)C)C)O)OC)C)C)C)OC. Drug 2: CN(C(=O)NC(C=O)C(C(C(CO)O)O)O)N=O. Cell line: HOP-92. Synergy scores: CSS=9.58, Synergy_ZIP=-4.07, Synergy_Bliss=-2.24, Synergy_Loewe=6.11, Synergy_HSA=1.74. (2) Drug 1: CCC1=C2CN3C(=CC4=C(C3=O)COC(=O)C4(CC)O)C2=NC5=C1C=C(C=C5)O. Drug 2: C(CC(=O)O)C(=O)CN.Cl. Cell line: DU-145. Synergy scores: CSS=43.3, Synergy_ZIP=2.02, Synergy_Bliss=4.68, Synergy_Loewe=2.34, Synergy_HSA=5.38. (3) Drug 1: CN(CCCl)CCCl.Cl. Drug 2: C(CC(=O)O)C(=O)CN.Cl. Cell line: SK-MEL-28. Synergy scores: CSS=9.13, Synergy_ZIP=-3.87, Synergy_Bliss=-3.76, Synergy_Loewe=-3.32, Synergy_HSA=-1.98. (4) Drug 1: COC1=C(C=C2C(=C1)N=CN=C2NC3=CC(=C(C=C3)F)Cl)OCCCN4CCOCC4. Drug 2: C1=C(C(=O)NC(=O)N1)F. Cell line: LOX IMVI. Synergy scores: CSS=40.8, Synergy_ZIP=1.40, Synergy_Bliss=1.35, Synergy_Loewe=-1.07, Synergy_HSA=4.32. (5) Drug 1: C1CCN(CC1)CCOC2=CC=C(C=C2)C(=O)C3=C(SC4=C3C=CC(=C4)O)C5=CC=C(C=C5)O. Drug 2: CN(CCCl)CCCl.Cl. Cell line: HCT116. Synergy scores: CSS=16.3, Synergy_ZIP=-5.04, Synergy_Bliss=1.85, Synergy_Loewe=-1.57, Synergy_HSA=-1.97. (6) Cell line: BT-549. Drug 1: CC1=CC2C(CCC3(C2CCC3(C(=O)C)OC(=O)C)C)C4(C1=CC(=O)CC4)C. Synergy scores: CSS=15.3, Synergy_ZIP=1.96, Synergy_Bliss=7.79, Synergy_Loewe=-1.37, Synergy_HSA=4.01. Drug 2: CNC(=O)C1=NC=CC(=C1)OC2=CC=C(C=C2)NC(=O)NC3=CC(=C(C=C3)Cl)C(F)(F)F. (7) Synergy scores: CSS=56.0, Synergy_ZIP=-6.04, Synergy_Bliss=-9.55, Synergy_Loewe=-11.3, Synergy_HSA=-6.67. Cell line: SR. Drug 1: COC1=C(C=C2C(=C1)N=CN=C2NC3=CC(=C(C=C3)F)Cl)OCCCN4CCOCC4. Drug 2: C1=C(C(=O)NC(=O)N1)F. (8) Drug 1: CC1CCC2CC(C(=CC=CC=CC(CC(C(=O)C(C(C(=CC(C(=O)CC(OC(=O)C3CCCCN3C(=O)C(=O)C1(O2)O)C(C)CC4CCC(C(C4)OC)O)C)C)O)OC)C)C)C)OC. Drug 2: CCC1(C2=C(COC1=O)C(=O)N3CC4=CC5=C(C=CC(=C5CN(C)C)O)N=C4C3=C2)O.Cl. Cell line: SK-OV-3. Synergy scores: CSS=31.3, Synergy_ZIP=-4.60, Synergy_Bliss=2.61, Synergy_Loewe=-6.32, Synergy_HSA=2.91. (9) Drug 1: COC1=NC(=NC2=C1N=CN2C3C(C(C(O3)CO)O)O)N. Drug 2: C(CC(=O)O)C(=O)CN.Cl. Cell line: HCC-2998. Synergy scores: CSS=19.1, Synergy_ZIP=-7.10, Synergy_Bliss=-4.98, Synergy_Loewe=-7.02, Synergy_HSA=0.101. (10) Drug 1: CCCS(=O)(=O)NC1=C(C(=C(C=C1)F)C(=O)C2=CNC3=C2C=C(C=N3)C4=CC=C(C=C4)Cl)F. Drug 2: C1CCN(CC1)CCOC2=CC=C(C=C2)C(=O)C3=C(SC4=C3C=CC(=C4)O)C5=CC=C(C=C5)O. Cell line: LOX IMVI. Synergy scores: CSS=36.3, Synergy_ZIP=7.18, Synergy_Bliss=6.55, Synergy_Loewe=1.62, Synergy_HSA=8.29.